From a dataset of NCI-60 drug combinations with 297,098 pairs across 59 cell lines. Regression. Given two drug SMILES strings and cell line genomic features, predict the synergy score measuring deviation from expected non-interaction effect. (1) Drug 1: CN(CC1=CN=C2C(=N1)C(=NC(=N2)N)N)C3=CC=C(C=C3)C(=O)NC(CCC(=O)O)C(=O)O. Drug 2: COC1=C2C(=CC3=C1OC=C3)C=CC(=O)O2. Cell line: UACC-257. Synergy scores: CSS=41.7, Synergy_ZIP=0.113, Synergy_Bliss=-0.143, Synergy_Loewe=-45.1, Synergy_HSA=0.204. (2) Drug 1: CC12CCC(CC1=CCC3C2CCC4(C3CC=C4C5=CN=CC=C5)C)O. Drug 2: C1CCC(C(C1)N)N.C(=O)(C(=O)[O-])[O-].[Pt+4]. Cell line: NCI-H460. Synergy scores: CSS=6.69, Synergy_ZIP=-0.722, Synergy_Bliss=2.37, Synergy_Loewe=-0.385, Synergy_HSA=1.24. (3) Drug 1: CN1CCC(CC1)COC2=C(C=C3C(=C2)N=CN=C3NC4=C(C=C(C=C4)Br)F)OC. Drug 2: N.N.Cl[Pt+2]Cl. Cell line: PC-3. Synergy scores: CSS=8.84, Synergy_ZIP=-1.83, Synergy_Bliss=2.41, Synergy_Loewe=2.81, Synergy_HSA=3.19.